Dataset: Reaction yield outcomes from USPTO patents with 853,638 reactions. Task: Predict the reaction yield, written as a fraction of the theoretical maximum amount of product (1.0 means a 100% yield; for example, 0.34 means a 34% yield). The reactants are [NH2:1][C:2]1[CH:7]=[CH:6][CH:5]=[CH:4][CH:3]=1.[CH3:8][C:9]1[C:13]2[CH:14]=[CH:15][CH:16]=[CH:17][C:12]=2[O:11][C:10]=1[C:18](O)=[O:19].C1CCC(N=C=NC2CCCCC2)CC1. The catalyst is ClCCl.CN(C1C=CN=CC=1)C. The product is [CH3:8][C:9]1[C:13]2[CH:14]=[CH:15][CH:16]=[CH:17][C:12]=2[O:11][C:10]=1[C:18]([NH:1][C:2]1[CH:7]=[CH:6][CH:5]=[CH:4][CH:3]=1)=[O:19]. The yield is 0.630.